This data is from Catalyst prediction with 721,799 reactions and 888 catalyst types from USPTO. The task is: Predict which catalyst facilitates the given reaction. (1) Reactant: Br[C:2]1[CH:7]=[CH:6][C:5]([Br:8])=[CH:4][N:3]=1.[Li]CCCC.CN([CH:17]=[O:18])C.[NH4+].[Cl-]. Product: [Br:8][C:5]1[CH:6]=[CH:7][C:2]([CH:17]=[O:18])=[N:3][CH:4]=1. The catalyst class is: 11. (2) Reactant: Cl.Cl.[CH2:3]([N:10]([CH2:25][CH2:26][N:27]([CH3:29])[CH3:28])[C:11](=[O:24])[CH2:12][O:13][C:14]1[CH:23]=[CH:22][CH:21]=[C:20]2[C:15]=1[CH2:16][CH2:17][NH:18][CH2:19]2)[C:4]1[CH:9]=[CH:8][CH:7]=[CH:6][CH:5]=1.[CH3:30][O:31][C:32](Cl)=[O:33].C([O-])(O)=O.[Na+]. Product: [CH3:30][O:31][C:32]([N:18]1[CH2:17][CH2:16][C:15]2[C:20](=[CH:21][CH:22]=[CH:23][C:14]=2[O:13][CH2:12][C:11](=[O:24])[N:10]([CH2:3][C:4]2[CH:9]=[CH:8][CH:7]=[CH:6][CH:5]=2)[CH2:25][CH2:26][N:27]([CH3:29])[CH3:28])[CH2:19]1)=[O:33]. The catalyst class is: 2. (3) Reactant: [Cl:1][C:2]1[CH:10]=[C:9]2[C:5]([CH:6]=[N:7][N:8]2[CH2:11][CH2:12][CH2:13][C:14]([O:16]CC)=[O:15])=[CH:4][C:3]=1[C:19]1[N:23]=[C:22]([C:24]2[CH:25]=[N:26][C:27]([O:31][CH:32]([CH3:34])[CH3:33])=[C:28]([Cl:30])[CH:29]=2)[O:21][N:20]=1.[OH-].[Na+]. Product: [Cl:1][C:2]1[CH:10]=[C:9]2[C:5]([CH:6]=[N:7][N:8]2[CH2:11][CH2:12][CH2:13][C:14]([OH:16])=[O:15])=[CH:4][C:3]=1[C:19]1[N:23]=[C:22]([C:24]2[CH:25]=[N:26][C:27]([O:31][CH:32]([CH3:34])[CH3:33])=[C:28]([Cl:30])[CH:29]=2)[O:21][N:20]=1. The catalyst class is: 5. (4) Reactant: [CH:1]1[C:13]2[CH:12]([CH2:14][O:15][C:16]([NH:18][C@@H:19]([CH2:32]O)[CH2:20][CH2:21][CH2:22][CH2:23][NH:24][C:25](=[O:31])[O:26][C:27]([CH3:30])([CH3:29])[CH3:28])=[O:17])[C:11]3[C:6](=[CH:7][CH:8]=[CH:9][CH:10]=3)[C:5]=2[CH:4]=[CH:3][CH:2]=1.[C:42]1([S:41][S:41][C:42]2[CH:47]=[CH:46][CH:45]=[CH:44][CH:43]=2)[CH:47]=[CH:46][CH:45]=[CH:44][CH:43]=1.P(CCCC)(CCCC)CCCC. Product: [CH:10]1[C:11]2[CH:12]([CH2:14][O:15][C:16]([NH:18][C@@H:19]([CH2:32][S:41][C:42]3[CH:43]=[CH:44][CH:45]=[CH:46][CH:47]=3)[CH2:20][CH2:21][CH2:22][CH2:23][NH:24][C:25](=[O:31])[O:26][C:27]([CH3:29])([CH3:28])[CH3:30])=[O:17])[C:13]3[C:5](=[CH:4][CH:3]=[CH:2][CH:1]=3)[C:6]=2[CH:7]=[CH:8][CH:9]=1. The catalyst class is: 11. (5) Reactant: [C:1]([Si:5]([CH3:17])([CH3:16])[O:6][C@@H:7]([CH2:9][C:10]#[C:11][Si](C)(C)C)[CH3:8])([CH3:4])([CH3:3])[CH3:2].C(=O)([O-])[O-].[K+].[K+]. Product: [C:1]([Si:5]([CH3:16])([CH3:17])[O:6][C@@H:7]([CH2:9][C:10]#[CH:11])[CH3:8])([CH3:4])([CH3:2])[CH3:3]. The catalyst class is: 5. (6) Reactant: [F:1][C:2]1[CH:7]=[C:6]([O:8][CH:9]2[CH2:14][CH2:13][O:12][CH2:11][CH2:10]2)[CH:5]=[C:4]([F:15])[C:3]=1[C:16]1[N:21]=[N:20][C:19]([CH2:22][OH:23])=[CH:18][CH:17]=1.[CH3:24][S:25](Cl)(=[O:27])=[O:26]. Product: [CH3:24][S:25]([O:23][CH2:22][C:19]1[N:20]=[N:21][C:16]([C:3]2[C:2]([F:1])=[CH:7][C:6]([O:8][CH:9]3[CH2:14][CH2:13][O:12][CH2:11][CH2:10]3)=[CH:5][C:4]=2[F:15])=[CH:17][CH:18]=1)(=[O:27])=[O:26]. The catalyst class is: 17.